Dataset: Forward reaction prediction with 1.9M reactions from USPTO patents (1976-2016). Task: Predict the product of the given reaction. (1) Given the reactants [C:1]([NH:4][NH:5][C:6]([C:8]1[NH:9][C:10]([C:13]2[CH:18]=[C:17]([O:19][C:20]3[CH:25]=[CH:24][C:23]([S:26]([CH3:29])(=[O:28])=[O:27])=[CH:22][CH:21]=3)[CH:16]=[C:15]([O:30][C@@H:31]([CH3:35])[CH2:32][O:33][CH3:34])[CH:14]=2)=[CH:11][CH:12]=1)=O)(=[O:3])[CH3:2].C(N(CC)CC)C.O.C(OCC)(=O)C, predict the reaction product. The product is: [CH3:34][O:33][CH2:32][C@H:31]([CH3:35])[O:30][C:15]1[CH:14]=[C:13]([C:10]2[NH:9][C:8]([C:6]3[O:3][C:1]([CH3:2])=[N:4][N:5]=3)=[CH:12][CH:11]=2)[CH:18]=[C:17]([O:19][C:20]2[CH:21]=[CH:22][C:23]([S:26]([CH3:29])(=[O:28])=[O:27])=[CH:24][CH:25]=2)[CH:16]=1. (2) Given the reactants [Br:1][C:2]1[CH:3]=[CH:4][C:5]([CH:8]=[CH2:9])=[N:6][CH:7]=1.[F:10][C:11]1([F:16])[CH2:15][CH2:14][NH:13][CH2:12]1.C(=O)(O)[O-].[Na+], predict the reaction product. The product is: [Br:1][C:2]1[CH:3]=[CH:4][C:5]([CH2:8][CH2:9][N:13]2[CH2:14][CH2:15][C:11]([F:16])([F:10])[CH2:12]2)=[N:6][CH:7]=1.